From a dataset of Catalyst prediction with 721,799 reactions and 888 catalyst types from USPTO. Predict which catalyst facilitates the given reaction. (1) Product: [CH2:1]([O:3][C:4]([C:6]1[O:7][C:8]2[C:13]([C:14](=[O:16])[CH:15]=1)=[CH:12][CH:11]=[C:10]1[C:9]=2[CH:24]=[CH:25][CH:26]=[N:17]1)=[O:5])[CH3:2]. The catalyst class is: 12. Reactant: [CH2:1]([O:3][C:4]([C:6]1[O:7][C:8]2[C:13]([C:14](=[O:16])[CH:15]=1)=[CH:12][CH:11]=[C:10]([NH:17]C(=O)C(F)(F)F)[C:9]=2[CH:24]=[CH:25][CH3:26])=[O:5])[CH3:2].[Se](=O)=O.O. (2) Reactant: C(OC(=O)[NH:7][C:8]1[CH:13]=[C:12]([N:14]2[CH2:18][CH2:17][CH2:16][CH2:15]2)[C:11]([C:19]([F:22])([F:21])[F:20])=[CH:10][C:9]=1[NH:23][C:24](=[O:40])[CH2:25][C:26](=O)[C:27]1[CH:32]=[CH:31][CH:30]=[C:29]([C:33]2[CH:34]=[N:35][CH:36]=[CH:37][CH:38]=2)[CH:28]=1)(C)(C)C.C(O)(C(F)(F)F)=O. Product: [N:35]1[CH:36]=[CH:37][CH:38]=[C:33]([C:29]2[CH:28]=[C:27]([C:26]3[CH2:25][C:24](=[O:40])[NH:23][C:9]4[CH:10]=[C:11]([C:19]([F:22])([F:20])[F:21])[C:12]([N:14]5[CH2:15][CH2:16][CH2:17][CH2:18]5)=[CH:13][C:8]=4[N:7]=3)[CH:32]=[CH:31][CH:30]=2)[CH:34]=1. The catalyst class is: 2.